From a dataset of Full USPTO retrosynthesis dataset with 1.9M reactions from patents (1976-2016). Predict the reactants needed to synthesize the given product. (1) Given the product [C:55]([O:59][C:60](=[O:61])[NH:62][C@@H:63]1[CH2:67][CH2:66][N:65]([C:28]2[CH:27]=[CH:26][CH:25]=[C:30]([CH3:31])[CH:29]=2)[CH2:64]1)([CH3:58])([CH3:56])[CH3:57], predict the reactants needed to synthesize it. The reactants are: C1C=CC(P([C:27]2[C:28](C3C(P(C4C=CC=CC=4)C4C=CC=CC=4)=C[CH:31]=[C:30]4[C:25]=3[CH:26]=[CH:27][CH:28]=[CH:29]4)=[C:29]3[C:30]([CH:31]=CC=C3)=[CH:25][CH:26]=2)C2C=CC=CC=2)=CC=1.BrC1C=C(C)C=CC=1.[C:55]([O:59][C:60]([NH:62][C@@H:63]1[CH2:67][CH2:66][NH:65][CH2:64]1)=[O:61])([CH3:58])([CH3:57])[CH3:56].C(OCC)(=O)C. (2) The reactants are: Cl[C:2]1[C:11]2[C:6](=[CH:7][C:8]([O:14][CH2:15][CH2:16][CH2:17][N:18]3[CH2:23][CH2:22][S:21](=[O:25])(=[O:24])[CH2:20][CH2:19]3)=[C:9]([O:12][CH3:13])[CH:10]=2)[N:5]=[CH:4][N:3]=1.C(=O)([O-])[O-].[K+].[K+].[OH:32][C:33]1[CH:42]=[C:41]2[C:36]([CH:37]=[CH:38][CH:39]=[N:40]2)=[CH:35][CH:34]=1.[OH-].[Na+]. Given the product [O:24]=[S:21]1(=[O:25])[CH2:22][CH2:23][N:18]([CH2:17][CH2:16][CH2:15][O:14][C:8]2[CH:7]=[C:6]3[C:11]([C:2]([O:32][C:33]4[CH:42]=[C:41]5[C:36]([CH:37]=[CH:38][CH:39]=[N:40]5)=[CH:35][CH:34]=4)=[N:3][CH:4]=[N:5]3)=[CH:10][C:9]=2[O:12][CH3:13])[CH2:19][CH2:20]1, predict the reactants needed to synthesize it.